This data is from Full USPTO retrosynthesis dataset with 1.9M reactions from patents (1976-2016). The task is: Predict the reactants needed to synthesize the given product. (1) Given the product [CH2:39]([S:46]([N:49]1[CH:53]=[CH:52][C:51]([NH:54][C:8](=[O:10])[C:6]2[CH:5]=[CH:4][CH:3]=[C:2]([F:1])[N:7]=2)=[CH:50]1)(=[O:48])=[O:47])[C:40]1[CH:45]=[CH:44][CH:43]=[CH:42][CH:41]=1, predict the reactants needed to synthesize it. The reactants are: [F:1][C:2]1[N:7]=[C:6]([C:8]([OH:10])=O)[CH:5]=[CH:4][CH:3]=1.F[P-](F)(F)(F)(F)F.ClC(=[N+]1CCCC1)N1CCCC1.C(N(C(C)C)CC)(C)C.[CH2:39]([S:46]([N:49]1[CH:53]=[CH:52][C:51]([NH2:54])=[CH:50]1)(=[O:48])=[O:47])[C:40]1[CH:45]=[CH:44][CH:43]=[CH:42][CH:41]=1. (2) Given the product [CH2:13]([O:10][C:8]1[C:7]([O:11][CH3:12])=[CH:6][C:3]([CH:4]=[O:5])=[C:2]([OH:1])[CH:9]=1)[C:14]1[CH:19]=[CH:18][CH:17]=[CH:16][CH:15]=1, predict the reactants needed to synthesize it. The reactants are: [OH:1][C:2]1[CH:9]=[C:8]([OH:10])[C:7]([O:11][CH3:12])=[CH:6][C:3]=1[CH:4]=[O:5].[CH2:13](Br)[C:14]1[CH:19]=[CH:18][CH:17]=[CH:16][CH:15]=1.N12CCCN=C1CCCCC2.[OH-].[Na+]. (3) Given the product [OH:2][CH2:3][C:5]1[CH:6]=[C:7]([CH:11]2[CH2:16][CH2:15][N:14]([C:17]([O:19][C:20]([CH3:22])([CH3:21])[CH3:23])=[O:18])[CH2:13][CH:12]2[O:24][CH2:25][C:26]2[CH:35]=[CH:34][C:33]3[C:28](=[CH:29][CH:30]=[CH:31][CH:32]=3)[CH:27]=2)[CH:8]=[CH:9][CH:10]=1, predict the reactants needed to synthesize it. The reactants are: C[O:2][C:3]([C:5]1[CH:6]=[C:7]([CH:11]2[CH2:16][CH2:15][N:14]([C:17]([O:19][C:20]([CH3:23])([CH3:22])[CH3:21])=[O:18])[CH2:13][CH:12]2[O:24][CH2:25][C:26]2[CH:35]=[CH:34][C:33]3[C:28](=[CH:29][CH:30]=[CH:31][CH:32]=3)[CH:27]=2)[CH:8]=[CH:9][CH:10]=1)=O.[BH4-].[Li+].